This data is from Reaction yield outcomes from USPTO patents with 853,638 reactions. The task is: Predict the reaction yield, written as a fraction of the theoretical maximum amount of product (1.0 means a 100% yield; for example, 0.34 means a 34% yield). The reactants are [O-]P([O-])([O-])=O.[K+].[K+].[K+].[NH2:9][C:10]1[CH:15]=[CH:14][CH:13]=[CH:12][CH:11]=1.I[C:17]1[CH:22]=[CH:21][CH:20]=[CH:19][CH:18]=1.C(O)CO. The catalyst is [Cu]I.CCCCCC.C(OCC)(=O)C.CC(O)C. The product is [C:10]1([NH:9][C:17]2[CH:22]=[CH:21][CH:20]=[CH:19][CH:18]=2)[CH:15]=[CH:14][CH:13]=[CH:12][CH:11]=1. The yield is 0.410.